From a dataset of Full USPTO retrosynthesis dataset with 1.9M reactions from patents (1976-2016). Predict the reactants needed to synthesize the given product. (1) Given the product [N:10]1([C:8]2[S:9][C:5]3[CH:4]=[C:3]([OH:2])[CH:17]=[CH:16][C:6]=3[N:7]=2)[CH2:11][CH2:12][O:13][CH2:14][CH2:15]1, predict the reactants needed to synthesize it. The reactants are: C[O:2][C:3]1[CH:17]=[CH:16][C:6]2[N:7]=[C:8]([N:10]3[CH2:15][CH2:14][O:13][CH2:12][CH2:11]3)[S:9][C:5]=2[CH:4]=1.Br. (2) Given the product [CH3:1][O:2][CH2:3][C:4]1([CH2:8][O:9][C:10]2[CH:15]=[C:14]([CH3:16])[C:13]([C:17]3[CH:22]=[CH:21][CH:20]=[C:19]([CH2:23][O:24][C:25]4[CH:26]=[CH:27][C:28]([C:31]5([CH2:35][C:36]([OH:38])=[O:37])[CH2:32][O:33][CH2:34]5)=[CH:29][CH:30]=4)[CH:18]=3)=[C:12]([CH3:41])[CH:11]=2)[CH2:5][O:6][CH2:7]1, predict the reactants needed to synthesize it. The reactants are: [CH3:1][O:2][CH2:3][C:4]1([CH2:8][O:9][C:10]2[CH:15]=[C:14]([CH3:16])[C:13]([C:17]3[CH:22]=[CH:21][CH:20]=[C:19]([CH2:23][O:24][C:25]4[CH:30]=[CH:29][C:28]([C:31]5([CH2:35][C:36]([O:38]CC)=[O:37])[CH2:34][O:33][CH2:32]5)=[CH:27][CH:26]=4)[CH:18]=3)=[C:12]([CH3:41])[CH:11]=2)[CH2:7][O:6][CH2:5]1. (3) The reactants are: [CH2:1]([O:19][C:20]1[CH:21]=[C:22]([CH2:45][NH2:46])[CH:23]=[C:24]([O:26][CH2:27][CH2:28][CH2:29][CH2:30][CH2:31][CH2:32][CH2:33][CH2:34]/[CH:35]=[CH:36]\[CH2:37]/[CH:38]=[CH:39]\[CH2:40][CH2:41][CH2:42][CH2:43][CH3:44])[CH:25]=1)[CH2:2][CH2:3][CH2:4][CH2:5][CH2:6][CH2:7][CH2:8]/[CH:9]=[CH:10]\[CH2:11]/[CH:12]=[CH:13]\[CH2:14][CH2:15][CH2:16][CH2:17][CH3:18].Cl.[CH3:48][N:49]([CH3:54])[CH2:50][C:51](O)=[O:52].CN(C(ON1N=NC2C=CC=NC1=2)=[N+](C)C)C.F[P-](F)(F)(F)(F)F.C(N(CC)CC)C. Given the product [CH2:1]([O:19][C:20]1[CH:21]=[C:22]([CH:23]=[C:24]([O:26][CH2:27][CH2:28][CH2:29][CH2:30][CH2:31][CH2:32][CH2:33][CH2:34]/[CH:35]=[CH:36]\[CH2:37]/[CH:38]=[CH:39]\[CH2:40][CH2:41][CH2:42][CH2:43][CH3:44])[CH:25]=1)[CH2:45][NH:46][C:51](=[O:52])[CH2:50][N:49]([CH3:54])[CH3:48])[CH2:2][CH2:3][CH2:4][CH2:5][CH2:6][CH2:7][CH2:8]/[CH:9]=[CH:10]\[CH2:11]/[CH:12]=[CH:13]\[CH2:14][CH2:15][CH2:16][CH2:17][CH3:18], predict the reactants needed to synthesize it. (4) Given the product [NH2:4][CH:5]([CH2:9][CH2:10][C:11]1[CH:16]=[CH:15][CH:14]=[CH:13][CH:12]=1)[C:6]([O:8][CH2:1][CH3:2])=[O:7], predict the reactants needed to synthesize it. The reactants are: [CH2:1](O)[CH3:2].[NH2:4][CH:5]([CH2:9][CH2:10][C:11]1[CH:16]=[CH:15][CH:14]=[CH:13][CH:12]=1)[C:6]([OH:8])=[O:7].S(=O)(=O)(O)O. (5) Given the product [OH:10][C:11]1[C:12]([NH:18][C:19](=[O:30])[C:20]2[CH:25]=[C:24]([CH3:26])[C:23]([O:27][CH3:28])=[C:22]([CH3:29])[CH:21]=2)=[C:13]([OH:14])[N:7]=[C:5]([S-:6])[N:4]=1.[Na+:3], predict the reactants needed to synthesize it. The reactants are: C[O-].[Na+:3].[NH2:4][C:5]([NH2:7])=[S:6].C([O:10][C:11](=O)[CH:12]([NH:18][C:19](=[O:30])[C:20]1[CH:25]=[C:24]([CH3:26])[C:23]([O:27][CH3:28])=[C:22]([CH3:29])[CH:21]=1)[C:13](OCC)=[O:14])C.